Dataset: Full USPTO retrosynthesis dataset with 1.9M reactions from patents (1976-2016). Task: Predict the reactants needed to synthesize the given product. (1) Given the product [CH3:38][O:37][C:34]1[CH:35]=[CH:36][C:31]([NH:30][C:28]([C:27]2[CH:40]=[CH:41][C:24]([N:19]3[CH2:18][CH2:17][N:16]([C:13]4[CH:12]=[CH:11][C:10]([C:9]([OH:8])=[O:22])=[CH:15][CH:14]=4)[CH2:21][CH2:20]3)=[N:25][CH:26]=2)=[O:29])=[C:32]([CH3:39])[CH:33]=1, predict the reactants needed to synthesize it. The reactants are: C([O:8][C:9](=[O:22])[C:10]1[CH:15]=[CH:14][C:13]([N:16]2[CH2:21][CH2:20][NH:19][CH2:18][CH2:17]2)=[CH:12][CH:11]=1)C1C=CC=CC=1.Cl[C:24]1[CH:41]=[CH:40][C:27]([C:28]([NH:30][C:31]2[CH:36]=[CH:35][C:34]([O:37][CH3:38])=[CH:33][C:32]=2[CH3:39])=[O:29])=[CH:26][N:25]=1.C1(NC(C2C=CC(N3CCN(C4C=CC(C(O)=O)=CC=4)CC3)=NC=2)=O)C=CC=CC=1. (2) The reactants are: Cl[C:2]1[N:10]=[C:9]([Cl:11])[CH:8]=[CH:7][C:3]=1[C:4]([NH2:6])=[O:5].[OH:12][C:13]1[CH:27]=[CH:26][C:16]([O:17][C:18]2[CH:19]=[C:20]([CH:23]=[CH:24][CH:25]=2)[C:21]#[N:22])=[CH:15][CH:14]=1.C(=O)([O-])[O-].[Cs+].[Cs+]. Given the product [Cl:11][C:9]1[CH:8]=[CH:7][C:3]([C:4]([NH2:6])=[O:5])=[C:2]([O:12][C:13]2[CH:27]=[CH:26][C:16]([O:17][C:18]3[CH:25]=[CH:24][CH:23]=[C:20]([C:21]#[N:22])[CH:19]=3)=[CH:15][CH:14]=2)[N:10]=1, predict the reactants needed to synthesize it. (3) The reactants are: [C:1](O)(=O)[CH2:2][C:3]([OH:5])=[O:4].[CH:8]1(C=O)[CH2:13][CH2:12][CH2:11][CH2:10][CH2:9]1.N1CCCCC1.Cl. Given the product [CH:8]1([CH:1]=[CH:2][C:3]([OH:5])=[O:4])[CH2:13][CH2:12][CH2:11][CH2:10][CH2:9]1, predict the reactants needed to synthesize it. (4) Given the product [Cl:28][C:6]1[C:5]([CH:3]2[CH2:2][N:1]([C:32](=[O:33])[CH2:31][C:29]#[N:30])[CH2:4]2)=[CH:10][C:9]([C:11]#[N:12])=[CH:8][C:7]=1[NH:13][C:14]1[N:19]=[C:18]([NH:20][CH2:21][CH3:22])[C:17]2=[N:23][CH:24]=[C:25]([C:26]#[N:27])[N:16]2[N:15]=1, predict the reactants needed to synthesize it. The reactants are: [NH:1]1[CH2:4][CH:3]([C:5]2[C:6]([Cl:28])=[C:7]([NH:13][C:14]3[N:19]=[C:18]([NH:20][CH2:21][CH3:22])[C:17]4=[N:23][CH:24]=[C:25]([C:26]#[N:27])[N:16]4[N:15]=3)[CH:8]=[C:9]([C:11]#[N:12])[CH:10]=2)[CH2:2]1.[C:29]([CH2:31][C:32](O)=[O:33])#[N:30].Cl.CN(C)CCCN=C=NCC.C1C=C2N=NN(O)C2=CC=1.O.C([O-])(=O)C.[NH4+].